Task: Predict the reactants needed to synthesize the given product.. Dataset: Full USPTO retrosynthesis dataset with 1.9M reactions from patents (1976-2016) (1) The reactants are: [C:1]([O:5][C:6]([NH:8][C@H:9]([CH2:28][OH:29])[C@H:10]([C:18]1[CH:23]=[CH:22][C:21]([C:24]([F:27])([F:26])[F:25])=[CH:20][CH:19]=1)[CH2:11]/[CH:12]=[CH:13]/[C:14]([O:16][CH3:17])=[O:15])=[O:7])([CH3:4])([CH3:3])[CH3:2].[F-].C([N+](CCCC)(CCCC)CCCC)CCC. Given the product [C:1]([O:5][C:6]([NH:8][C@@H:9]1[CH2:28][O:29][C@@H:12]([CH2:13][C:14]([O:16][CH3:17])=[O:15])[CH2:11][C@H:10]1[C:18]1[CH:19]=[CH:20][C:21]([C:24]([F:26])([F:27])[F:25])=[CH:22][CH:23]=1)=[O:7])([CH3:4])([CH3:3])[CH3:2], predict the reactants needed to synthesize it. (2) Given the product [Br:1][C:2]1[CH:7]=[CH:6][C:5]([CH:25]=[O:26])=[C:4]([O:9][C:10]([F:13])([F:12])[F:11])[CH:3]=1, predict the reactants needed to synthesize it. The reactants are: [Br:1][C:2]1[CH:7]=[CH:6][C:5](I)=[C:4]([O:9][C:10]([F:13])([F:12])[F:11])[CH:3]=1.[Li]CCCC.CCCCCC.[CH:25](N1CCOCC1)=[O:26]. (3) Given the product [F:20][C:2]([F:1])([F:19])[C:3]1[N:7]2[N:8]=[C:9]([N:12]3[CH2:17][CH2:16][CH:15]([O:18][C:24]4[CH:25]=[CH:26][C:27]([C:30]#[N:31])=[N:28][CH:29]=4)[CH2:14][CH2:13]3)[CH:10]=[CH:11][C:6]2=[N:5][N:4]=1, predict the reactants needed to synthesize it. The reactants are: [F:1][C:2]([F:20])([F:19])[C:3]1[N:7]2[N:8]=[C:9]([N:12]3[CH2:17][CH2:16][CH:15]([OH:18])[CH2:14][CH2:13]3)[CH:10]=[CH:11][C:6]2=[N:5][N:4]=1.[H-].[Na+].Cl[C:24]1[CH:25]=[CH:26][C:27]([C:30]#[N:31])=[N:28][CH:29]=1.